From a dataset of Forward reaction prediction with 1.9M reactions from USPTO patents (1976-2016). Predict the product of the given reaction. Given the reactants [O:1]=[O+][O-].[CH2:4]([C:7]1([C:20]([O:22][CH3:23])=[O:21])[CH2:12][CH2:11][N:10]([C:13]([O:15][C:16]([CH3:19])([CH3:18])[CH3:17])=[O:14])[CH2:9][CH2:8]1)[CH:5]=C.ClCCl.CSC, predict the reaction product. The product is: [O:1]=[CH:5][CH2:4][C:7]1([C:20]([O:22][CH3:23])=[O:21])[CH2:12][CH2:11][N:10]([C:13]([O:15][C:16]([CH3:19])([CH3:18])[CH3:17])=[O:14])[CH2:9][CH2:8]1.